Dataset: Full USPTO retrosynthesis dataset with 1.9M reactions from patents (1976-2016). Task: Predict the reactants needed to synthesize the given product. (1) Given the product [O:1]=[CH:2][CH2:3][NH:4][C:5](=[O:11])[O:6][C:7]([CH3:9])([CH3:8])[CH3:10], predict the reactants needed to synthesize it. The reactants are: [OH:1][CH2:2][CH2:3][NH:4][C:5](=[O:11])[O:6][C:7]([CH3:10])([CH3:9])[CH3:8]. (2) Given the product [Br:1][C:2]1[C:3]([Cl:11])=[C:4]2[C:8](=[CH:9][CH:10]=1)[N:7]([CH:15]1[CH2:14][CH2:13][CH2:12][CH2:17][O:16]1)[N:6]=[CH:5]2, predict the reactants needed to synthesize it. The reactants are: [Br:1][C:2]1[C:3]([Cl:11])=[C:4]2[C:8](=[CH:9][CH:10]=1)[NH:7][N:6]=[CH:5]2.[CH2:12]1[CH2:17][O:16][CH:15]=[CH:14][CH2:13]1.CC1C=CC(S(O)(=O)=O)=CC=1.C([O-])(O)=O.[Na+]. (3) Given the product [Si:27]([O:1][CH2:2][CH:3]([NH:10][C:11](=[O:17])[O:12][C:13]([CH3:14])([CH3:16])[CH3:15])[C:4]([N:6]([O:8][CH3:9])[CH3:7])=[O:5])([C:24]([CH3:26])([CH3:25])[CH3:23])([CH3:29])[CH3:28], predict the reactants needed to synthesize it. The reactants are: [OH:1][CH2:2][CH:3]([NH:10][C:11](=[O:17])[O:12][C:13]([CH3:16])([CH3:15])[CH3:14])[C:4]([N:6]([O:8][CH3:9])[CH3:7])=[O:5].CN(C=O)C.[CH3:23][C:24]([Si:27](Cl)([CH3:29])[CH3:28])([CH3:26])[CH3:25].N1C=CN=C1. (4) The reactants are: [Br:1][C:2]1[N:3]=[CH:4][C:5]([C:8]([OH:10])=O)=[N:6][CH:7]=1.[CH3:11][C:12]1[C:13]([N:19]2[CH2:24][CH2:23][NH:22][CH2:21][CH2:20]2)=[N:14][CH:15]=[C:16]([CH3:18])[CH:17]=1. Given the product [Br:1][C:2]1[N:3]=[CH:4][C:5]([C:8]([N:22]2[CH2:23][CH2:24][N:19]([C:13]3[C:12]([CH3:11])=[CH:17][C:16]([CH3:18])=[CH:15][N:14]=3)[CH2:20][CH2:21]2)=[O:10])=[N:6][CH:7]=1, predict the reactants needed to synthesize it. (5) The reactants are: [CH3:1][O:2][C:3]1[CH:8]=[C:7]([O:9][CH3:10])[CH:6]=[CH:5][C:4]=1[C:11]1[NH:12][C@@H:13]([CH:18]([CH3:20])[CH3:19])[C:14](=[O:17])[S:15][CH:16]=1.COC1C=C(OC)C=CC=1C1CSC(=O)[C@H](C(C)C)N=1.C([BH3-])#N.[Na+].C(O)(=O)C. Given the product [CH3:1][O:2][C:3]1[CH:8]=[C:7]([O:9][CH3:10])[CH:6]=[CH:5][C:4]=1[C@H:11]1[NH:12][C@@H:13]([CH:18]([CH3:19])[CH3:20])[C:14](=[O:17])[S:15][CH2:16]1, predict the reactants needed to synthesize it. (6) Given the product [F:45][C:46]1[CH:53]=[CH:52][CH:51]=[CH:50][C:47]=1[CH2:48][NH:49][C:41](=[O:42])[CH2:40][CH:18]1[C:17](=[O:44])[N:16]([C:13]2[CH:14]=[CH:15][C:10]([CH2:9][NH:8][C:6]([O:5][C:1]([CH3:4])([CH3:3])[CH3:2])=[O:7])=[CH:11][CH:12]=2)[C:22]2[CH:23]=[CH:24][CH:25]=[CH:26][C:21]=2[N:20]([CH2:27][C:28]2[CH:29]=[CH:30][C:31]([NH:34][S:35]([CH3:38])(=[O:37])=[O:36])=[CH:32][CH:33]=2)[C:19]1=[O:39], predict the reactants needed to synthesize it. The reactants are: [C:1]([O:5][C:6]([NH:8][CH2:9][C:10]1[CH:15]=[CH:14][C:13]([N:16]2[C:22]3[CH:23]=[CH:24][CH:25]=[CH:26][C:21]=3[N:20]([CH2:27][C:28]3[CH:33]=[CH:32][C:31]([NH:34][S:35]([CH3:38])(=[O:37])=[O:36])=[CH:30][CH:29]=3)[C:19](=[O:39])[CH:18]([CH2:40][C:41](O)=[O:42])[C:17]2=[O:44])=[CH:12][CH:11]=1)=[O:7])([CH3:4])([CH3:3])[CH3:2].[F:45][C:46]1[CH:53]=[CH:52][CH:51]=[CH:50][C:47]=1[CH2:48][NH2:49].P(C#N)(OCC)(OCC)=O.C(N(CC)CC)C. (7) Given the product [C:1]([O:5][C:6]([NH:8][C@@H:9]([CH2:10][CH:11]([CH3:13])[CH3:12])[C:14]([O-:16])=[O:15])=[O:7])([CH3:4])([CH3:3])[CH3:2].[Cs+:21], predict the reactants needed to synthesize it. The reactants are: [C:1]([O:5][C:6]([NH:8][C@H:9]([C:14]([OH:16])=[O:15])[CH2:10][CH:11]([CH3:13])[CH3:12])=[O:7])([CH3:4])([CH3:3])[CH3:2].C(=O)([O-])[O-].[Cs+:21].[Cs+]. (8) Given the product [C:2]([C:3]1[CH:4]=[C:5]([C:14]([OH:16])=[O:15])[C:6](=[O:13])[N:7]2[C:12]=1[CH:11]=[CH:10][CH:9]=[CH:8]2)(=[O:1])[C:17]1[CH:22]=[CH:21][CH:20]=[CH:19][CH:18]=1, predict the reactants needed to synthesize it. The reactants are: [OH:1][CH:2]([C:17]1[CH:22]=[CH:21][CH:20]=[CH:19][CH:18]=1)[C:3]1[CH:4]=[C:5]([C:14]([OH:16])=[O:15])[C:6](=[O:13])[N:7]2[C:12]=1[CH:11]=[CH:10][CH:9]=[CH:8]2.OI1(=O)C2C=CC=CC=2C(=O)O1. (9) Given the product [Cl:23][C:18]1[CH:19]=[CH:20][CH:21]=[CH:22][C:17]=1[C:13]1[CH:14]=[CH:15][CH:16]=[C:11]([N:9]2[CH:10]=[C:6]([C:4]([C:27]3[N:26]([CH3:25])[CH:30]=[CH:29][N:28]=3)=[O:5])[N:7]=[CH:8]2)[CH:12]=1, predict the reactants needed to synthesize it. The reactants are: CON(C)[C:4]([C:6]1[N:7]=[CH:8][N:9]([C:11]2[CH:12]=[C:13]([C:17]3[CH:22]=[CH:21][CH:20]=[CH:19][C:18]=3[Cl:23])[CH:14]=[CH:15][CH:16]=2)[CH:10]=1)=[O:5].[CH3:25][N:26]1[CH:30]=[CH:29][N:28]=[CH:27]1. (10) Given the product [F:1][C:2]1[CH:3]=[C:4]([CH:19]=[CH:20][CH:21]=1)[CH2:5][O:6][C:7]1[CH:8]=[CH:9][C:10]([CH2:13][CH:14]([CH3:18])[C:15]([NH2:17])=[O:16])=[CH:11][CH:12]=1, predict the reactants needed to synthesize it. The reactants are: [F:1][C:2]1[CH:3]=[C:4]([CH:19]=[CH:20][CH:21]=1)[CH2:5][O:6][C:7]1[CH:12]=[CH:11][C:10]([CH:13]=[C:14]([CH3:18])[C:15]([NH2:17])=[O:16])=[CH:9][CH:8]=1.